Dataset: Reaction yield outcomes from USPTO patents with 853,638 reactions. Task: Predict the reaction yield, written as a fraction of the theoretical maximum amount of product (1.0 means a 100% yield; for example, 0.34 means a 34% yield). (1) The reactants are [Cl:1][C:2]1[N:3]=[C:4](Cl)[C:5]2[CH2:10][CH2:9][CH:8]([C:11]3[CH:16]=[CH:15][C:14]([F:17])=[CH:13][C:12]=3[F:18])[C:6]=2[N:7]=1.[CH3:20][NH2:21]. The catalyst is CO. The product is [Cl:1][C:2]1[N:3]=[C:4]([NH:21][CH3:20])[C:5]2[CH2:10][CH2:9][CH:8]([C:11]3[CH:16]=[CH:15][C:14]([F:17])=[CH:13][C:12]=3[F:18])[C:6]=2[N:7]=1. The yield is 0.702. (2) The reactants are Cl[C:2]1[N:7]=[C:6]2[S:8][C:9]([C:11]([NH:13][C:14]3[CH:19]=[C:18]([NH:20][C:21](=[O:33])[C:22]4[CH:27]=[CH:26][CH:25]=[C:24]([C:28]([C:31]#[N:32])([CH3:30])[CH3:29])[CH:23]=4)[CH:17]=[CH:16][C:15]=3[CH3:34])=[O:12])=[CH:10][C:5]2=[N:4][CH:3]=1.[N:35]1[CH:40]=[CH:39][CH:38]=[C:37](B(O)O)[CH:36]=1.P([O-])([O-])([O-])=O.[K+].[K+].[K+].C1(P(C2CCCCC2)C2C=CC=CC=2C2C(C(C)C)=CC(C(C)C)=CC=2C(C)C)CCCCC1. No catalyst specified. The product is [C:31]([C:28]([C:24]1[CH:23]=[C:22]([CH:27]=[CH:26][CH:25]=1)[C:21]([NH:20][C:18]1[CH:17]=[CH:16][C:15]([CH3:34])=[C:14]([NH:13][C:11]([C:9]2[S:8][C:6]3=[N:7][C:2]([C:37]4[CH:36]=[N:35][CH:40]=[CH:39][CH:38]=4)=[CH:3][N:4]=[C:5]3[CH:10]=2)=[O:12])[CH:19]=1)=[O:33])([CH3:30])[CH3:29])#[N:32]. The yield is 0.0200. (3) The reactants are C(OC([N:8]1[CH2:13][CH2:12][CH:11]([C:14]2[C:18]3[CH:19]=[N:20][CH:21]=[CH:22][C:17]=3[NH:16][CH:15]=2)[CH2:10][CH2:9]1)=O)(C)(C)C.C(O)(C(F)(F)F)=O.C(Cl)Cl. No catalyst specified. The product is [NH:8]1[CH2:9][CH2:10][CH:11]([C:14]2[C:18]3[CH:19]=[N:20][CH:21]=[CH:22][C:17]=3[NH:16][CH:15]=2)[CH2:12][CH2:13]1. The yield is 1.00. (4) The reactants are [F:1][C:2]1[CH:10]=[C:9]([NH:11][C:12]2[N:17]=[C:16]([NH:18][CH3:19])[C:15]([C:20]([F:23])([F:22])[F:21])=[CH:14][N:13]=2)[C:8]([O:24][CH3:25])=[CH:7][C:3]=1[C:4](O)=[O:5].CN(C(O[N:34]1N=N[C:36]2C=CC=[N:40][C:35]1=2)=[N+](C)C)C.F[P-](F)(F)(F)(F)F.CCN(C(C)C)C(C)C.ONC(=N)C. The catalyst is CN(C=O)C.C(OCC)(=O)C. The product is [F:1][C:2]1[C:3]([C:4]2[O:5][N:40]=[C:35]([CH3:36])[N:34]=2)=[CH:7][C:8]([O:24][CH3:25])=[C:9]([NH:11][C:12]2[N:17]=[C:16]([NH:18][CH3:19])[C:15]([C:20]([F:21])([F:22])[F:23])=[CH:14][N:13]=2)[CH:10]=1. The yield is 0.150. (5) The reactants are [Cl:1][C:2]1[CH:3]=[C:4]([CH:9]=[C:10]([Cl:13])[C:11]=1[OH:12])[C:5]([NH:7][NH2:8])=[O:6].Cl[C:15](=[O:21])[C:16]([O:18][CH2:19][CH3:20])=[O:17]. The catalyst is ClCCl. The product is [Cl:1][C:2]1[CH:3]=[C:4]([CH:9]=[C:10]([Cl:13])[C:11]=1[OH:12])[C:5]([NH:7][NH:8][C:15](=[O:21])[C:16]([O:18][CH2:19][CH3:20])=[O:17])=[O:6]. The yield is 0.700. (6) The reactants are [NH:1]1[CH2:6][CH2:5][CH:4]([C:7]2[CH:8]=[C:9]3[C:13](=[CH:14][CH:15]=2)[NH:12][C:11](=[O:16])[CH2:10]3)[CH2:3][CH2:2]1.Cl[C:18]1[N:23]=[CH:22][CH:21]=[CH:20][N:19]=1.CCN(C(C)C)C(C)C. The catalyst is CCO. The product is [N:19]1[CH:20]=[CH:21][CH:22]=[N:23][C:18]=1[N:1]1[CH2:2][CH2:3][CH:4]([C:7]2[CH:8]=[C:9]3[C:13](=[CH:14][CH:15]=2)[NH:12][C:11](=[O:16])[CH2:10]3)[CH2:5][CH2:6]1. The yield is 0.880. (7) The reactants are CS(O[CH2:6][CH2:7][O:8][C:9]1[CH:14]=[CH:13][C:12]([CH:15]2[CH2:20][CH2:19][N:18]([C:21]([O:23][C:24]([CH3:27])([CH3:26])[CH3:25])=[O:22])[CH2:17][CH:16]2[O:28][CH2:29][C:30]2[CH:39]=[CH:38][C:37]3[C:32](=[CH:33][CH:34]=[CH:35][CH:36]=3)[CH:31]=2)=[CH:11][CH:10]=1)(=O)=O.[Na].[NH:41]1[CH:45]=[N:44][CH:43]=[N:42]1. The catalyst is CN(C)C=O. The product is [CH:31]1[C:32]2[C:37](=[CH:36][CH:35]=[CH:34][CH:33]=2)[CH:38]=[CH:39][C:30]=1[CH2:29][O:28][CH:16]1[CH:15]([C:12]2[CH:13]=[CH:14][C:9]([O:8][CH2:7][CH2:6][N:41]3[CH:45]=[N:44][CH:43]=[N:42]3)=[CH:10][CH:11]=2)[CH2:20][CH2:19][N:18]([C:21]([O:23][C:24]([CH3:25])([CH3:26])[CH3:27])=[O:22])[CH2:17]1. The yield is 0.850.